This data is from Forward reaction prediction with 1.9M reactions from USPTO patents (1976-2016). The task is: Predict the product of the given reaction. (1) Given the reactants [CH:1]([O:4][C:5]1[C:14]2[C:9](=[CH:10][C:11]([C:15]([OH:17])=O)=[CH:12][CH:13]=2)[CH:8]=[C:7]([NH:18][C:19]2[CH:23]=[C:22]([CH3:24])[NH:21][N:20]=2)[N:6]=1)([CH3:3])[CH3:2].[CH3:25][NH:26][CH2:27][CH2:28][CH2:29][N:30]1[CH2:35][CH2:34][CH2:33][CH2:32][CH2:31]1, predict the reaction product. The product is: [CH3:25][N:26]([CH2:27][CH2:28][CH2:29][N:30]1[CH2:35][CH2:34][CH2:33][CH2:32][CH2:31]1)[C:15]([C:11]1[CH:10]=[C:9]2[C:14](=[CH:13][CH:12]=1)[C:5]([O:4][CH:1]([CH3:2])[CH3:3])=[N:6][C:7]([NH:18][C:19]1[CH:23]=[C:22]([CH3:24])[NH:21][N:20]=1)=[CH:8]2)=[O:17]. (2) Given the reactants [C:1]([O:5][C:6]([N:8]1[CH2:12][C@H:11]([CH2:13][O:14][CH3:15])[CH2:10][C@H:9]1[C:16]1[NH:20][C:19]2[C:21]3[C:26]([CH:27]=[CH:28][C:18]=2[N:17]=1)=[CH:25][C:24]1[C:29]2[C:34]([CH2:35][O:36][C:23]=1[CH:22]=3)=[CH:33][C:32](Cl)=[CH:31][CH:30]=2)=[O:7])([CH3:4])([CH3:3])[CH3:2].[B:38]1([B:38]2[O:42][C:41]([CH3:44])([CH3:43])[C:40]([CH3:46])([CH3:45])[O:39]2)[O:42][C:41]([CH3:44])([CH3:43])[C:40]([CH3:46])([CH3:45])[O:39]1.C([O-])(=O)C.[K+].C1(P(C2CCCCC2)C2C=CC=CC=2C2C(CCC)=CC(CCC)=CC=2CCC)CCCCC1, predict the reaction product. The product is: [CH3:15][O:14][CH2:13][C@H:11]1[CH2:12][N:8]([C:6]([O:5][C:1]([CH3:4])([CH3:2])[CH3:3])=[O:7])[C@H:9]([C:16]2[NH:20][C:19]3[C:21]4[C:26]([CH:27]=[CH:28][C:18]=3[N:17]=2)=[CH:25][C:24]2[C:29]3[C:34]([CH2:35][O:36][C:23]=2[CH:22]=4)=[CH:33][C:32]([B:38]2[O:42][C:41]([CH3:44])([CH3:43])[C:40]([CH3:46])([CH3:45])[O:39]2)=[CH:31][CH:30]=3)[CH2:10]1. (3) Given the reactants [Cl:1][C:2]1[CH:3]=[C:4]([C:10]2([C:27]([F:30])([F:29])[F:28])[O:14][N:13]=[C:12]([C:15]3[N:16]4[C:20]([C:21]([C:24](O)=[O:25])=[CH:22][CH:23]=3)=[CH:19][CH:18]=[CH:17]4)[CH2:11]2)[CH:5]=[C:6]([Cl:9])[C:7]=1[F:8].CN(C(ON1N=NC2C=CC=NC1=2)=[N+](C)C)C.F[P-](F)(F)(F)(F)F.CCN(C(C)C)C(C)C.Cl.[NH2:65][CH2:66][CH2:67][C:68]1[CH:69]=[CH:70][C:71]2[C:75]([CH3:77])([CH3:76])[O:74][B:73]([OH:78])[C:72]=2[CH:79]=1, predict the reaction product. The product is: [Cl:9][C:6]1[CH:5]=[C:4]([C:10]2([C:27]([F:30])([F:28])[F:29])[O:14][N:13]=[C:12]([C:15]3[N:16]4[C:20]([C:21]([C:24]([NH:65][CH2:66][CH2:67][C:68]5[CH:69]=[CH:70][C:71]6[C:75]([CH3:76])([CH3:77])[O:74][B:73]([OH:78])[C:72]=6[CH:79]=5)=[O:25])=[CH:22][CH:23]=3)=[CH:19][CH:18]=[CH:17]4)[CH2:11]2)[CH:3]=[C:2]([Cl:1])[C:7]=1[F:8]. (4) Given the reactants [S:1]([O:11][CH2:12][C@@H:13]1[O:15][CH2:14]1)([C:4]1[CH:10]=[CH:9][C:7]([CH3:8])=[CH:6][CH:5]=1)(=[O:3])=[O:2].C(N(CC)C(C)C)(C)C.[C:25]1([SH:31])[CH:30]=[CH:29][CH:28]=[CH:27][CH:26]=1.O, predict the reaction product. The product is: [C:25]1([S:31][CH2:14][C@@H:13]([OH:15])[CH2:12][O:11][S:1]([C:4]2[CH:10]=[CH:9][C:7]([CH3:8])=[CH:6][CH:5]=2)(=[O:3])=[O:2])[CH:30]=[CH:29][CH:28]=[CH:27][CH:26]=1.